From a dataset of Full USPTO retrosynthesis dataset with 1.9M reactions from patents (1976-2016). Predict the reactants needed to synthesize the given product. (1) Given the product [F:26][C:23]([F:24])([F:25])[C:22]([C:19]1[CH:20]=[CH:21][C:16]([CH2:15][N:12]2[CH2:11][CH2:10][CH:9]([N:8]([CH3:32])[C:5]3[CH:6]=[CH:7][C:2]([NH:1][C:33]([NH:52][CH:49]4[CH2:50][CH2:51][O:46][CH2:47][CH2:48]4)=[O:34])=[CH:3][CH:4]=3)[CH2:14][CH2:13]2)=[CH:17][CH:18]=1)([OH:31])[C:27]([F:30])([F:28])[F:29], predict the reactants needed to synthesize it. The reactants are: [NH2:1][C:2]1[CH:7]=[CH:6][C:5]([N:8]([CH3:32])[CH:9]2[CH2:14][CH2:13][N:12]([CH2:15][C:16]3[CH:21]=[CH:20][C:19]([C:22]([OH:31])([C:27]([F:30])([F:29])[F:28])[C:23]([F:26])([F:25])[F:24])=[CH:18][CH:17]=3)[CH2:11][CH2:10]2)=[CH:4][CH:3]=1.[C:33](Cl)(=O)[O:34]C1C=CC([N+]([O-])=O)=CC=1.[O:46]1[CH2:51][CH2:50][CH:49]([NH2:52])[CH2:48][CH2:47]1.C(N(CC)CC)C. (2) Given the product [CH2:1]([O:8][C:9]1[CH:10]=[CH:11][C:12]([CH:20]2[CH2:21][O:23]2)=[C:13]2[C:18]=1[NH:17][C:16](=[O:19])[CH:15]=[CH:14]2)[C:2]1[CH:7]=[CH:6][CH:5]=[CH:4][CH:3]=1, predict the reactants needed to synthesize it. The reactants are: [CH2:1]([O:8][C:9]1[CH:10]=[CH:11][C:12]([CH:20]([OH:23])[CH2:21]Cl)=[C:13]2[C:18]=1[NH:17][C:16](=[O:19])[CH:15]=[CH:14]2)[C:2]1[CH:7]=[CH:6][CH:5]=[CH:4][CH:3]=1.[OH-].[Na+].C(=O)=O. (3) Given the product [Si:1]([O:8][C:9]1[CH:14]=[C:13]([O:15][Si:16]([C:19]([CH3:20])([CH3:21])[CH3:22])([CH3:18])[CH3:17])[CH:12]=[CH:11][C:10]=1[C@@H:23]1[CH2:24][CH2:25][C@H:26]([NH:29][S:31]([CH3:30])(=[O:33])=[O:32])[CH2:27][CH2:28]1)([C:4]([CH3:5])([CH3:6])[CH3:7])([CH3:3])[CH3:2], predict the reactants needed to synthesize it. The reactants are: [Si:1]([O:8][C:9]1[CH:14]=[C:13]([O:15][Si:16]([C:19]([CH3:22])([CH3:21])[CH3:20])([CH3:18])[CH3:17])[CH:12]=[CH:11][C:10]=1[C@@H:23]1[CH2:28][CH2:27][C@H:26]([NH2:29])[CH2:25][CH2:24]1)([C:4]([CH3:7])([CH3:6])[CH3:5])([CH3:3])[CH3:2].[CH3:30][S:31](Cl)(=[O:33])=[O:32].C(N(CC)CC)C. (4) Given the product [Br:1][C:2]1[CH:3]=[C:4]2[C:9](=[CH:10][CH:11]=1)[N:8]=[CH:7][C:6]([C:12]([CH:14]1[CH2:16][CH2:15]1)=[O:13])=[C:5]2[NH:32][C@H:29]1[CH2:28][CH2:27][C@H:26]([CH2:25][N:20]2[CH2:24][CH2:23][CH2:22][CH2:21]2)[CH2:31][CH2:30]1, predict the reactants needed to synthesize it. The reactants are: [Br:1][C:2]1[CH:3]=[C:4]2[C:9](=[CH:10][CH:11]=1)[N:8]=[CH:7][C:6]([C:12]([CH:14]1[CH2:16][CH2:15]1)=[O:13])=[C:5]2Cl.Cl.Cl.[N:20]1([CH2:25][C@H:26]2[CH2:31][CH2:30][C@H:29]([NH2:32])[CH2:28][CH2:27]2)[CH2:24][CH2:23][CH2:22][CH2:21]1. (5) Given the product [F:1][C:2]1[CH:7]=[CH:6][CH:5]=[C:4]([F:8])[C:3]=1[N:9]1[C:14]2[N:15]=[C:16]([NH:40][CH2:41][CH2:42][N:43]([CH3:51])[C:44](=[O:50])[O:45][C:46]([CH3:47])([CH3:48])[CH3:49])[N:17]=[C:18]([C:19]3[CH:20]=[C:21]([C:22]([NH:24][C:25]4[CH:30]=[CH:29][C:28]([F:31])=[CH:27][CH:26]=4)=[O:23])[CH:32]=[CH:33][C:34]=3[CH3:35])[C:13]=2[CH2:12][NH:11][C:10]1=[O:39], predict the reactants needed to synthesize it. The reactants are: [F:1][C:2]1[CH:7]=[CH:6][CH:5]=[C:4]([F:8])[C:3]=1[N:9]1[C:14]2[N:15]=[C:16](S(C)=O)[N:17]=[C:18]([C:19]3[CH:20]=[C:21]([CH:32]=[CH:33][C:34]=3[CH3:35])[C:22]([NH:24][C:25]3[CH:30]=[CH:29][C:28]([F:31])=[CH:27][CH:26]=3)=[O:23])[C:13]=2[CH2:12][NH:11][C:10]1=[O:39].[NH2:40][CH2:41][CH2:42][N:43]([CH3:51])[C:44](=[O:50])[O:45][C:46]([CH3:49])([CH3:48])[CH3:47].C(N(CC)C(C)C)(C)C. (6) Given the product [I:12][C:3]1[C:4]2[C:5](=[N:6][CH:7]=[CH:8][CH:9]=2)[NH:1][N:2]=1, predict the reactants needed to synthesize it. The reactants are: [NH:1]1[C:5]2=[N:6][CH:7]=[CH:8][CH:9]=[C:4]2[CH:3]=[N:2]1.[OH-].[K+].[I:12]I.